Dataset: Forward reaction prediction with 1.9M reactions from USPTO patents (1976-2016). Task: Predict the product of the given reaction. (1) Given the reactants [OH:1][C:2]1[C:7]([C:8]2[NH:12][C:11]3[CH:13]=[CH:14][C:15]([C:17]([NH2:19])=[NH:18])=[CH:16][C:10]=3[N:9]=2)=[CH:6][C:5]([C:20]2[NH:24][N:23]=[N:22][N:21]=2)=[CH:4][C:3]=1[C:25]1[CH:30]=[CH:29][CH:28]=[C:27]([CH2:31][NH2:32])[C:26]=1[OH:33].C(N(CC)CC)C.[O-:41][C:42]#[N:43].[K+].Cl, predict the reaction product. The product is: [OH:1][C:2]1[C:7]([C:8]2[NH:12][C:11]3[CH:13]=[CH:14][C:15]([C:17]([NH2:19])=[NH:18])=[CH:16][C:10]=3[N:9]=2)=[CH:6][C:5]([C:20]2[NH:24][N:23]=[N:22][N:21]=2)=[CH:4][C:3]=1[C:25]1[CH:30]=[CH:29][CH:28]=[C:27]([CH2:31][NH:32][C:42]([NH2:43])=[O:41])[C:26]=1[OH:33]. (2) Given the reactants [F:1][C:2]1[CH:7]=[CH:6][C:5]([CH2:8][C:9](Cl)=[O:10])=[CH:4][CH:3]=1.[S-:12][C:13]#[N:14].[K+].[NH2:16][C:17]1[CH:38]=[CH:37][C:20]([O:21][C:22]2[CH:27]=[C:26]([NH:28][C:29]([N:31]3[CH2:36][CH2:35][O:34][CH2:33][CH2:32]3)=[O:30])[N:25]=[CH:24][N:23]=2)=[C:19]([F:39])[CH:18]=1.CCCCCC, predict the reaction product. The product is: [F:39][C:19]1[CH:18]=[C:17]([NH:16][C:13]([NH:14][C:9](=[O:10])[CH2:8][C:5]2[CH:6]=[CH:7][C:2]([F:1])=[CH:3][CH:4]=2)=[S:12])[CH:38]=[CH:37][C:20]=1[O:21][C:22]1[N:23]=[CH:24][N:25]=[C:26]([NH:28][C:29]([N:31]2[CH2:32][CH2:33][O:34][CH2:35][CH2:36]2)=[O:30])[CH:27]=1. (3) Given the reactants [C:1](=[O:12])(OC(Cl)(Cl)Cl)OC(Cl)(Cl)[Cl:4].[NH2:13][C:14]1[CH:41]=[CH:40][C:17]([C:18]([N:20]2[CH2:25][CH2:24][N:23]([CH2:26][C:27]3[CH:28]=[C:29]([CH:37]=[CH:38][CH:39]=3)[C:30]([NH:32][C:33]([CH3:36])([CH3:35])[CH3:34])=[O:31])[CH2:22][CH2:21]2)=[O:19])=[C:16]([F:42])[C:15]=1[F:43].C(N(C(C)C)C(C)C)C.[CH:53]1([NH2:57])[CH2:56][CH2:55][CH2:54]1, predict the reaction product. The product is: [ClH:4].[C:33]([NH:32][C:30](=[O:31])[C:29]1[CH:37]=[CH:38][CH:39]=[C:27]([CH2:26][N:23]2[CH2:22][CH2:21][N:20]([C:18](=[O:19])[C:17]3[CH:40]=[CH:41][C:14]([NH:13][C:1]([NH:57][CH:53]4[CH2:56][CH2:55][CH2:54]4)=[O:12])=[C:15]([F:43])[C:16]=3[F:42])[CH2:25][CH2:24]2)[CH:28]=1)([CH3:36])([CH3:35])[CH3:34]. (4) Given the reactants [Br:1][C:2]1[CH:3]=[C:4]([NH2:10])[C:5]([O:8][CH3:9])=[N:6][CH:7]=1.C[Si]([N-][Si](C)(C)C)(C)C.[Na+].[OH:21][C:22]1[CH:27]=[CH:26][C:25]([S:28](Cl)(=[O:30])=[O:29])=[CH:24][C:23]=1[CH3:32].C(=O)(O)[O-].[Na+], predict the reaction product. The product is: [Br:1][C:2]1[CH:3]=[C:4]([NH:10][S:28]([C:25]2[CH:26]=[CH:27][C:22]([OH:21])=[C:23]([CH3:32])[CH:24]=2)(=[O:30])=[O:29])[C:5]([O:8][CH3:9])=[N:6][CH:7]=1. (5) Given the reactants [NH2:1][C:2]1[N:7]2[CH:8]=[CH:9][N:10]=[C:6]2[C:5]([C:11]([O:13]CC)=O)=[CH:4][C:3]=1[Cl:16].C(N1C=CN=C1)(N1C=CN=C1)=O.Cl.Cl.[CH2:31]([N:35]1[CH2:40][CH2:39][CH:38]([CH2:41][NH2:42])[CH2:37][CH2:36]1)[CH2:32][CH2:33][CH3:34].C(N(CC)CC)C, predict the reaction product. The product is: [NH2:1][C:2]1[N:7]2[CH:8]=[CH:9][N:10]=[C:6]2[C:5]([C:11]([NH:42][CH2:41][CH:38]2[CH2:39][CH2:40][N:35]([CH2:31][CH2:32][CH2:33][CH3:34])[CH2:36][CH2:37]2)=[O:13])=[CH:4][C:3]=1[Cl:16]. (6) Given the reactants [CH2:1]([O:3][C:4]([C@@H:6]1[CH2:11][CH2:10][C@H:9](O)[C@@H:8]([NH:13][C:14]([O:16][C:17]([CH3:20])([CH3:19])[CH3:18])=[O:15])[CH2:7]1)=[O:5])[CH3:2].Cl.C[N:23](C)C.CS(Cl)(=O)=O.C(N(CC)CC)C.[N-]=[N+]=[N-].[Na+].[C:42](Cl)(=[O:51])[O:43][CH2:44][C:45]1[CH:50]=[CH:49][CH:48]=[CH:47][CH:46]=1, predict the reaction product. The product is: [CH2:1]([O:3][C:4]([C@@H:6]1[CH2:11][CH2:10][C@@H:9]([NH:23][C:42]([O:43][CH2:44][C:45]2[CH:50]=[CH:49][CH:48]=[CH:47][CH:46]=2)=[O:51])[C@@H:8]([NH:13][C:14]([O:16][C:17]([CH3:20])([CH3:19])[CH3:18])=[O:15])[CH2:7]1)=[O:5])[CH3:2].